From a dataset of Catalyst prediction with 721,799 reactions and 888 catalyst types from USPTO. Predict which catalyst facilitates the given reaction. (1) Reactant: Cl.[N:2]1([S:8]([N:11]2[CH2:16][CH2:15][O:14][CH2:13][CH2:12]2)(=[O:10])=[O:9])[CH2:7][CH2:6][NH:5][CH2:4][CH2:3]1.C(N(C(C)C)CC)(C)C.[Cl:26][C:27]1[CH:32]=[CH:31][C:30]([CH:33]2[CH:37]([C:38]3[CH:43]=[CH:42][C:41]([Cl:44])=[CH:40][CH:39]=3)[N:36]([C:45](Cl)=[O:46])[C:35]([C:48]3[CH:53]=[CH:52][C:51]([C:54]([F:57])([F:56])[F:55])=[CH:50][C:49]=3[O:58][CH2:59][CH3:60])=[N:34]2)=[CH:29][CH:28]=1. Product: [Cl:26][C:27]1[CH:32]=[CH:31][C:30]([CH:33]2[CH:37]([C:38]3[CH:39]=[CH:40][C:41]([Cl:44])=[CH:42][CH:43]=3)[N:36]([C:45]([N:5]3[CH2:4][CH2:3][N:2]([S:8]([N:11]4[CH2:12][CH2:13][O:14][CH2:15][CH2:16]4)(=[O:10])=[O:9])[CH2:7][CH2:6]3)=[O:46])[C:35]([C:48]3[CH:53]=[CH:52][C:51]([C:54]([F:55])([F:56])[F:57])=[CH:50][C:49]=3[O:58][CH2:59][CH3:60])=[N:34]2)=[CH:29][CH:28]=1. The catalyst class is: 2. (2) Reactant: [F:1][C:2]1[CH:10]=[C:9]([F:11])[CH:8]=[C:7]2[C:3]=1[CH:4]=[C:5]([C:12]([OH:14])=O)[NH:6]2.[CH3:15][C:16]1([CH3:23])[CH2:21][CH2:20][CH:19]([NH2:22])[CH2:18][CH2:17]1.Cl.CN(C(ON1N=NC2C=CC=NC1=2)=[N+](C)C)C.F[P-](F)(F)(F)(F)F.CCN(C(C)C)C(C)C. Product: [CH3:15][C:16]1([CH3:23])[CH2:21][CH2:20][CH:19]([NH:22][C:12]([C:5]2[NH:6][C:7]3[C:3]([CH:4]=2)=[C:2]([F:1])[CH:10]=[C:9]([F:11])[CH:8]=3)=[O:14])[CH2:18][CH2:17]1. The catalyst class is: 3. (3) Reactant: [N+:1]([C:4]1[CH:12]=[CH:11][C:7]([C:8]([OH:10])=O)=[CH:6][CH:5]=1)([O-:3])=[O:2].[NH:13]1[CH2:18][CH2:17][CH2:16][CH2:15][CH2:14]1.C(=O)(O)[O-].[Na+]. Product: [N+:1]([C:4]1[CH:5]=[CH:6][C:7]([C:8]([N:13]2[CH2:18][CH2:17][CH2:16][CH2:15][CH2:14]2)=[O:10])=[CH:11][CH:12]=1)([O-:3])=[O:2]. The catalyst class is: 7. (4) Reactant: [CH:1]1([CH:7]([NH:23][C:24]2[CH:29]=[CH:28][C:27]([C:30]([N:32]([CH3:40])[CH2:33][CH2:34][C:35]([O:37]CC)=[O:36])=[O:31])=[CH:26][CH:25]=2)[C:8]2[O:9][C:10]3[CH:17]=[CH:16][C:15]([O:18][CH2:19][CH2:20][O:21][CH3:22])=[CH:14][C:11]=3[C:12]=2[CH3:13])[CH2:6][CH2:5][CH2:4][CH2:3][CH2:2]1.[OH-].[Na+]. Product: [CH:1]1([CH:7]([NH:23][C:24]2[CH:25]=[CH:26][C:27]([C:30]([N:32]([CH3:40])[CH2:33][CH2:34][C:35]([OH:37])=[O:36])=[O:31])=[CH:28][CH:29]=2)[C:8]2[O:9][C:10]3[CH:17]=[CH:16][C:15]([O:18][CH2:19][CH2:20][O:21][CH3:22])=[CH:14][C:11]=3[C:12]=2[CH3:13])[CH2:2][CH2:3][CH2:4][CH2:5][CH2:6]1. The catalyst class is: 8. (5) Reactant: [CH:1]1([CH2:7][CH2:8][N:9]2[C:13]3[N:14]=[C:15]([C:18]#[N:19])[N:16]=[CH:17][C:12]=3[CH:11]=[C:10]2[CH2:20][N:21]2[CH2:26][CH2:25][C:24](=[O:27])[CH2:23][CH2:22]2)[CH2:6][CH2:5][CH2:4][CH2:3][CH2:2]1.[BH4-].[Na+].CCCCCC.CCOC(C)=O. Product: [CH:1]1([CH2:7][CH2:8][N:9]2[C:13]3[N:14]=[C:15]([C:18]#[N:19])[N:16]=[CH:17][C:12]=3[CH:11]=[C:10]2[CH2:20][N:21]2[CH2:26][CH2:25][CH:24]([OH:27])[CH2:23][CH2:22]2)[CH2:6][CH2:5][CH2:4][CH2:3][CH2:2]1. The catalyst class is: 5. (6) Reactant: N(OC(C)(C)C)=O.N[C:9]1[S:10][C:11]([CH3:18])=[C:12]([C:14]([O:16][CH3:17])=[O:15])[N:13]=1. Product: [CH3:18][C:11]1[S:10][CH:9]=[N:13][C:12]=1[C:14]([O:16][CH3:17])=[O:15]. The catalyst class is: 12. (7) Reactant: [CH2:1]([O:8][C@@H:9]1[C@@H:13]([C@@H:14]([CH2:23][O:24]S(C2C=CC(C)=CC=2)(=O)=O)[O:15][CH2:16][C:17]2[CH:22]=[CH:21][CH:20]=[CH:19][CH:18]=2)[O:12][C@@H:11]([N:35]2[CH:43]=[C:41]([CH3:42])[C:39](=[O:40])[NH:38][C:36]2=[O:37])[C@@H:10]1OS(C1C=CC(C)=CC=1)(=O)=O)[C:2]1[CH:7]=[CH:6][CH:5]=[CH:4][CH:3]=1.[OH-].[Na+].Cl. Product: [CH2:16]([O:15][C@H:14]1[C@@H:13]2[C@@H:9]([O:8][CH2:1][C:2]3[CH:3]=[CH:4][CH:5]=[CH:6][CH:7]=3)[C@@H:10]([C@H:11]([N:35]3[CH:43]=[C:41]([CH3:42])[C:39](=[O:40])[NH:38][C:36]3=[O:37])[O:12]2)[O:24][CH2:23]1)[C:17]1[CH:22]=[CH:21][CH:20]=[CH:19][CH:18]=1. The catalyst class is: 40.